Dataset: Reaction yield outcomes from USPTO patents with 853,638 reactions. Task: Predict the reaction yield, written as a fraction of the theoretical maximum amount of product (1.0 means a 100% yield; for example, 0.34 means a 34% yield). (1) The reactants are [O:1]1CCC(C(O)=O)C1.[CH:9]1([N:15]=[C:16]=[N:17][CH:18]2[CH2:23][CH2:22][CH2:21][CH2:20][CH2:19]2)[CH2:14][CH2:13][CH2:12][CH2:11][CH2:10]1.C(N(CC)CC)C. The catalyst is ClCCl. The product is [CH:18]1([NH:17][C:16](=[O:1])[NH:15][CH:9]2[CH2:10][CH2:11][CH2:12][CH2:13][CH2:14]2)[CH2:23][CH2:22][CH2:21][CH2:20][CH2:19]1. The yield is 0.100. (2) The yield is 0.420. The product is [N+:22]([C:25]1[CH:32]=[CH:31][CH:30]=[CH:29][C:26]=1[CH2:27][NH:1][C@@H:2]([CH3:21])[CH2:3][O:4][C:5]1[CH:20]=[CH:19][C:8]([C:9]([O:11][CH2:12][C:13]2[CH:14]=[CH:15][CH:16]=[CH:17][CH:18]=2)=[O:10])=[CH:7][CH:6]=1)([O-:24])=[O:23]. The reactants are [NH2:1][C@@H:2]([CH3:21])[CH2:3][O:4][C:5]1[CH:20]=[CH:19][C:8]([C:9]([O:11][CH2:12][C:13]2[CH:18]=[CH:17][CH:16]=[CH:15][CH:14]=2)=[O:10])=[CH:7][CH:6]=1.[N+:22]([C:25]1[CH:32]=[CH:31][CH:30]=[CH:29][C:26]=1[CH:27]=O)([O-:24])=[O:23].[BH3-]C#N.[Na+]. The catalyst is CO.CC(O)=O. (3) The reactants are [CH:1]([C:3]1[O:7][C:6]([C:8]2[CH:16]=[CH:15][C:11]([C:12]([OH:14])=[O:13])=[CH:10][CH:9]=2)=[CH:5][CH:4]=1)=O.[S:17]1[CH2:23][C:21](=[O:22])[NH:20][C:18]1=[S:19].N1CCCCC1. The catalyst is C(O)C. The product is [O:22]=[C:21]1[C:23](=[CH:1][C:3]2[O:7][C:6]([C:8]3[CH:9]=[CH:10][C:11]([C:12]([OH:14])=[O:13])=[CH:15][CH:16]=3)=[CH:5][CH:4]=2)[S:17][C:18](=[S:19])[NH:20]1. The yield is 0.750. (4) The reactants are Br[C:2]1[CH:7]2[N:8]([C:9]([O:11][C:12]([CH3:15])([CH3:14])[CH3:13])=[O:10])[CH:4]([CH:5]=[CH:6]2)[C:3]=1[C:16]([O:18][CH3:19])=[O:17].[H][H]. The catalyst is CO.[C].[Pd]. The product is [CH:4]12[N:8]([C:9]([O:11][C:12]([CH3:13])([CH3:14])[CH3:15])=[O:10])[CH:7]([CH2:6][CH2:5]1)[CH2:2][CH:3]2[C:16]([O:18][CH3:19])=[O:17]. The yield is 0.850. (5) The reactants are [Br:1][C:2]1[CH:3]=[CH:4][C:5]([F:11])=[C:6]([CH:8]([OH:10])[CH3:9])[CH:7]=1.[Cr](O[Cr]([O-])(=O)=O)([O-])(=O)=O.[NH+]1C=CC=CC=1.[NH+]1C=CC=CC=1. The catalyst is ClCCl. The product is [Br:1][C:2]1[CH:3]=[CH:4][C:5]([F:11])=[C:6]([C:8](=[O:10])[CH3:9])[CH:7]=1. The yield is 0.840. (6) The reactants are [CH3:1][N:2]([CH2:13][C:14]1[N:18]([CH2:19][C@H:20]2[CH2:25][CH2:24][CH2:23][N:22](C(OC(C)(C)C)=O)[CH2:21]2)[C:17]2[CH:33]=[CH:34][CH:35]=[CH:36][C:16]=2[N:15]=1)[C@H:3]1[C:12]2[N:11]=[CH:10][CH:9]=[CH:8][C:7]=2[CH2:6][CH2:5][CH2:4]1.CN(CC1N(C[C@H]2CCCNC2)C2C=CC=CC=2N=1)[C@@H]1C2N=CC=CC=2CCC1. No catalyst specified. The product is [CH3:1][N:2]([CH2:13][C:14]1[N:18]([CH2:19][C@H:20]2[CH2:25][CH2:24][CH2:23][NH:22][CH2:21]2)[C:17]2[CH:33]=[CH:34][CH:35]=[CH:36][C:16]=2[N:15]=1)[C@H:3]1[C:12]2[N:11]=[CH:10][CH:9]=[CH:8][C:7]=2[CH2:6][CH2:5][CH2:4]1. The yield is 1.00. (7) The reactants are Cl.[CH3:2][O:3][C:4]1[CH:5]=[C:6]([CH:11]=[CH:12][C:13]=1[C:14]1[O:18][C:17]([CH3:19])=[N:16][CH:15]=1)[C:7]([NH:9][NH2:10])=[O:8].[Cl:20][CH2:21][CH2:22][CH2:23][CH:24]([C:28]1[CH:33]=[CH:32][C:31]([F:34])=[CH:30][C:29]=1[F:35])[C:25](O)=O.C(N(CC)CC)C.P(C#N)(OCC)(OCC)=O.C(Cl)(Cl)(Cl)Cl.C1(P(C2C=CC=CC=2)C2C=CC=CC=2)C=CC=CC=1. The catalyst is CN(C=O)C.C(#N)C.O. The product is [Cl:20][CH2:21][CH2:22][CH2:23][CH:24]([C:25]1[O:8][C:7]([C:6]2[CH:11]=[CH:12][C:13]([C:14]3[O:18][C:17]([CH3:19])=[N:16][CH:15]=3)=[C:4]([O:3][CH3:2])[CH:5]=2)=[N:9][N:10]=1)[C:28]1[CH:33]=[CH:32][C:31]([F:34])=[CH:30][C:29]=1[F:35]. The yield is 0.580. (8) The reactants are C[O:2][C:3](=O)[CH2:4][C:5]1([OH:18])[CH2:10][CH2:9][N:8]([CH2:11][C:12]2[CH:17]=[CH:16][CH:15]=[CH:14][CH:13]=2)[CH2:7][CH2:6]1.[H-].[Al+3].[Li+].[H-].[H-].[H-].S([O-])([O-])(=O)=O.[Na+].[Na+]. The catalyst is C1COCC1. The product is [CH2:11]([N:8]1[CH2:7][CH2:6][C:5]([CH2:4][CH2:3][OH:2])([OH:18])[CH2:10][CH2:9]1)[C:12]1[CH:13]=[CH:14][CH:15]=[CH:16][CH:17]=1. The yield is 0.870. (9) The catalyst is CN(C)C=O.C(OCC)(=O)C. The yield is 0.630. The product is [C:17]([O:21][C:22]([N:24]1[CH2:29][CH2:28][CH:27]([CH2:30][O:10][C:5]2[CH:4]=[CH:3][C:2]([I:1])=[CH:9][C:6]=2[CH:7]=[O:8])[CH2:26][CH2:25]1)=[O:23])([CH3:20])([CH3:18])[CH3:19]. The reactants are [I:1][C:2]1[CH:9]=[C:6]([CH:7]=[O:8])[C:5]([OH:10])=[CH:4][CH:3]=1.C([O-])([O-])=O.[K+].[K+].[C:17]([O:21][C:22]([N:24]1[CH2:29][CH2:28][CH:27]([CH2:30]Br)[CH2:26][CH2:25]1)=[O:23])([CH3:20])([CH3:19])[CH3:18]. (10) The reactants are [N:1]1([C:7]([O:9][C:10]([CH3:13])([CH3:12])[CH3:11])=[O:8])[CH2:6][CH2:5][NH:4][CH2:3][CH2:2]1.[C:14]1([C:20]2[S:21][CH:22]=[C:23]([C:25](O)=[O:26])[N:24]=2)[CH:19]=[CH:18][CH:17]=[CH:16][CH:15]=1. No catalyst specified. The product is [C:14]1([C:20]2[S:21][CH:22]=[C:23]([C:25]([N:4]3[CH2:5][CH2:6][N:1]([C:7]([O:9][C:10]([CH3:13])([CH3:12])[CH3:11])=[O:8])[CH2:2][CH2:3]3)=[O:26])[N:24]=2)[CH:15]=[CH:16][CH:17]=[CH:18][CH:19]=1. The yield is 0.900.